From a dataset of Full USPTO retrosynthesis dataset with 1.9M reactions from patents (1976-2016). Predict the reactants needed to synthesize the given product. Given the product [F:29][C:26]([F:27])([F:28])[CH:25]([C:5]1[C:6]2[N:7]3[CH2:14][CH2:13][CH2:12][N:11]([C:15]4[C:16]([CH3:24])=[N:17][C:18]([O:22][CH3:23])=[N:19][C:20]=4[CH3:21])[C:8]3=[N:9][C:10]=2[CH:2]=[CH:3][CH:4]=1)[OH:30], predict the reactants needed to synthesize it. The reactants are: Cl[C:2]1[C:10]2[N:9]=[C:8]3[N:11]([C:15]4[C:16]([CH3:24])=[N:17][C:18]([O:22][CH3:23])=[N:19][C:20]=4[CH3:21])[CH2:12][CH2:13][CH2:14][N:7]3[C:6]=2[C:5]([CH:25]([OH:30])[C:26]([F:29])([F:28])[F:27])=[CH:4][CH:3]=1.